This data is from Full USPTO retrosynthesis dataset with 1.9M reactions from patents (1976-2016). The task is: Predict the reactants needed to synthesize the given product. (1) Given the product [ClH:12].[NH2:2][CH2:1][C:3]1[CH:8]=[CH:7][CH:6]=[CH:5][C:4]=1[S:9]([NH:16][CH:14]([CH3:15])[CH3:13])(=[O:11])=[O:10], predict the reactants needed to synthesize it. The reactants are: [C:1]([C:3]1[CH:8]=[CH:7][CH:6]=[CH:5][C:4]=1[S:9]([Cl:12])(=[O:11])=[O:10])#[N:2].[CH3:13][CH:14]([NH2:16])[CH3:15].Cl.NCC1C=CC=CC=1S(NCC)(=O)=O. (2) Given the product [O:17]1[C:13]([C:8]2[CH:9]=[CH:10][CH:11]=[CH:12][C:7]=2[OH:6])=[CH:14][N:15]=[CH:16]1, predict the reactants needed to synthesize it. The reactants are: B(Br)(Br)Br.C[O:6][C:7]1[CH:12]=[CH:11][CH:10]=[CH:9][C:8]=1[C:13]1[O:17][CH:16]=[N:15][CH:14]=1. (3) Given the product [F:42][C:36]1[C:37]([O:40][CH3:41])=[C:38]([CH3:39])[C:33]([CH2:32][OH:31])=[N:34][CH:35]=1, predict the reactants needed to synthesize it. The reactants are: [F-].C([N+](CCCC)(CCCC)CCCC)CCC.O1CCCC1.[Si]([O:31][CH2:32][C:33]1[C:38]([CH3:39])=[C:37]([O:40][CH3:41])[C:36]([F:42])=[CH:35][N:34]=1)(C(C)(C)C)(C)C. (4) Given the product [N:1]1[C:9]([S:10][CH2:11][C:12]2[O:13][C:14](=[O:28])[C:15]3[C:20]([C:21]=2[C:22]2[CH:23]=[C:24]([CH3:30])[CH:25]=[CH:26][CH:27]=2)=[CH:19][CH:18]=[CH:17][CH:16]=3)=[C:8]2[C:4]([NH:5][CH:6]=[N:7]2)=[N:3][CH:2]=1, predict the reactants needed to synthesize it. The reactants are: [N:1]1[C:9]([S:10][CH2:11][C:12]2[O:13][C:14](=[O:28])[C:15]3[C:20]([C:21]=2[C:22]2[CH:27]=[CH:26][CH:25]=[CH:24][CH:23]=2)=[CH:19][CH:18]=[CH:17][CH:16]=3)=[C:8]2[C:4]([NH:5][CH:6]=[N:7]2)=[N:3][CH:2]=1.Br[CH2:30]C1OC(=O)C2C(C=1C1C=C(C)C=CC=1)=CC=CC=2.O.N1C(S)=C2C(NC=N2)=NC=1.C([O-])([O-])=O.[K+].[K+]. (5) Given the product [F:15][C:3]1[C:2]([F:1])=[C:11]2[C:10]([CH:13]=[CH:16][CH:17]([CH2:18][CH2:19][CH2:20][CH2:21][CH3:22])[O:12]2)=[C:5]2[CH:6]=[C:7]([CH3:9])[O:8][C:4]=12, predict the reactants needed to synthesize it. The reactants are: [F:1][C:2]1[C:3]([F:15])=[C:4]2[O:8][C:7]([CH3:9])=[CH:6][C:5]2=[C:10]([CH:13]=O)[C:11]=1[OH:12].[CH:16](B(O)O)=[CH:17][CH2:18][CH2:19][CH2:20][CH2:21][CH3:22].C(NCC1C=CC=CC=1)C1C=CC=CC=1.O. (6) Given the product [CH2:1]([NH:8][C:9]([C:11]1[C:12]([C:17]2[CH:22]=[CH:21][CH:20]=[CH:19][C:18]=2[CH2:23][NH:24][S:33]([C:29]2[CH:30]=[CH:31][CH:32]=[C:27]([C:26]([F:25])([F:37])[F:38])[CH:28]=2)(=[O:35])=[O:34])=[CH:13][CH:14]=[CH:15][CH:16]=1)=[O:10])[C:2]1[CH:3]=[CH:4][CH:5]=[CH:6][CH:7]=1, predict the reactants needed to synthesize it. The reactants are: [CH2:1]([NH:8][C:9]([C:11]1[C:12]([C:17]2[CH:22]=[CH:21][CH:20]=[CH:19][C:18]=2[CH2:23][NH2:24])=[CH:13][CH:14]=[CH:15][CH:16]=1)=[O:10])[C:2]1[CH:7]=[CH:6][CH:5]=[CH:4][CH:3]=1.[F:25][C:26]([F:38])([F:37])[C:27]1[CH:28]=[C:29]([S:33](Cl)(=[O:35])=[O:34])[CH:30]=[CH:31][CH:32]=1. (7) Given the product [CH3:35][N:34]([CH3:36])[C@H:30]1[C@H:29]([O:28][CH3:27])[CH2:33][N:32]([C:2]2[CH:7]=[CH:6][C:5]([N:8]3[CH:17]=[CH:16][C:15]4[C:10](=[CH:11][CH:12]=[C:13]([O:18][CH2:19][C@H:20]5[CH2:24][CH2:23][CH2:22][O:21]5)[CH:14]=4)[C:9]3=[O:25])=[CH:4][C:3]=2[F:26])[CH2:31]1, predict the reactants needed to synthesize it. The reactants are: Br[C:2]1[CH:7]=[CH:6][C:5]([N:8]2[CH:17]=[CH:16][C:15]3[C:10](=[CH:11][CH:12]=[C:13]([O:18][CH2:19][C@H:20]4[CH2:24][CH2:23][CH2:22][O:21]4)[CH:14]=3)[C:9]2=[O:25])=[CH:4][C:3]=1[F:26].[CH3:27][O:28][C@@H:29]1[CH2:33][NH:32][CH2:31][C@H:30]1[N:34]([CH3:36])[CH3:35].